Dataset: Reaction yield outcomes from USPTO patents with 853,638 reactions. Task: Predict the reaction yield, written as a fraction of the theoretical maximum amount of product (1.0 means a 100% yield; for example, 0.34 means a 34% yield). (1) The reactants are [Cl:1][C:2]1[CH:3]=[C:4]([O:12][C:13]2[CH:18]=[CH:17][C:16]([CH2:19][CH2:20][OH:21])=[CH:15][CH:14]=2)[CH:5]=[C:6]([C:8]([F:11])([F:10])[F:9])[CH:7]=1.[N:22]#[C:23][NH2:24].OS(C(F)(F)F)(=O)=O. The catalyst is C1COCC1. The product is [C:23](=[NH:22])([O:21][CH2:20][CH2:19][C:16]1[CH:17]=[CH:18][C:13]([O:12][C:4]2[CH:5]=[C:6]([C:8]([F:11])([F:10])[F:9])[CH:7]=[C:2]([Cl:1])[CH:3]=2)=[CH:14][CH:15]=1)[NH2:24]. The yield is 0.705. (2) The reactants are BrBr.C1(P(C2C=CC=CC=2)C2C=CC=CC=2)C=CC=CC=1.C(N(CC)CC)C.[Cl:29][C:30]1[CH:34]=[CH:33][N:32]([NH:35][C:36](=O)[CH2:37][N:38]2[CH:46]=[N:45][C:44]3[C:39]2=[N:40][CH:41]=[N:42][C:43]=3[NH:47][C:48](=[O:54])[O:49][C:50]([CH3:53])([CH3:52])[CH3:51])[C:31]=1[C:56]([NH:58][C@@H:59]([C:61]1[CH:66]=[CH:65][CH:64]=[CH:63][CH:62]=1)[CH3:60])=[O:57].N. The product is [Cl:29][C:30]1[CH:34]=[CH:33][N:32]2[C:31]=1[C:56](=[O:57])[N:58]([C@@H:59]([C:61]1[CH:66]=[CH:65][CH:64]=[CH:63][CH:62]=1)[CH3:60])[C:36]([CH2:37][N:38]1[CH:46]=[N:45][C:44]3[C:39]1=[N:40][CH:41]=[N:42][C:43]=3[NH:47][C:48](=[O:54])[O:49][C:50]([CH3:53])([CH3:52])[CH3:51])=[N:35]2. The yield is 0.340. The catalyst is ClCCl. (3) The reactants are [C:1]([O:7][C:8]([CH3:11])([CH3:10])[CH3:9])(=[O:6])[CH2:2][C:3]([CH3:5])=O.[Br:12][C:13]1[CH:14]=[C:15]([CH:18]=[CH:19][C:20]=1[F:21])[CH:16]=O.[NH4+:22].[OH-:23]. The catalyst is CCO.C(Cl)Cl. The product is [Br:12][C:13]1[CH:14]=[C:15]([CH:16]2[C:2]([C:1]([O:7][C:8]([CH3:11])([CH3:10])[CH3:9])=[O:6])=[C:3]([CH3:5])[NH:22][C:3]([CH3:5])=[C:2]2[C:1]([O:7][C:8]([CH3:11])([CH3:10])[CH3:9])=[O:23])[CH:18]=[CH:19][C:20]=1[F:21]. The yield is 0.340. (4) The reactants are [CH2:1]([O:4][C:5]1([CH3:50])[CH2:10][CH2:9][N:8]([C:11]2[C:12]3[N:13]([N:28]=[C:29]([C:31]4[CH:32]=[C:33]([C:37]5[CH:42]=[C:41]([CH3:43])[CH:40]=[CH:39][C:38]=5[O:44][CH2:45][CH:46]([CH3:49])[CH:47]=C)[CH:34]=[CH:35][CH:36]=4)[CH:30]=3)[CH:14]=[C:15]([CH3:27])[C:16]=2[C@H:17]([O:22][C:23]([CH3:26])([CH3:25])[CH3:24])[C:18]([O:20][CH3:21])=[O:19])[CH2:7][CH2:6]1)[CH:2]=C. The catalyst is ClCCCl.CC1C=C(C)C(N2C(=[Ru](Cl)(Cl)=CC3C=CC=CC=3OC(C)C)N(C3C(C)=CC(C)=CC=3C)CC2)=C(C)C=1. The product is [C:23]([O:22][C@@H:17]([C:16]1[C:15]([CH3:27])=[CH:14][N:13]2[N:28]=[C:29]3[CH:30]=[C:12]2[C:11]=1[N:8]1[CH2:7][CH2:6][C:5]([CH3:50])([O:4][CH2:1][CH:2]=[CH:49][CH:46]([CH3:47])[CH2:45][O:44][C:38]2[CH:39]=[CH:40][C:41]([CH3:43])=[CH:42][C:37]=2[C:33]2[CH:32]=[C:31]3[CH:36]=[CH:35][CH:34]=2)[CH2:10][CH2:9]1)[C:18]([O:20][CH3:21])=[O:19])([CH3:26])([CH3:24])[CH3:25]. The yield is 0.820. (5) The reactants are [C:1]1([N:7]2[CH:11]=[C:10]([CH:12]=O)[N:9]=[CH:8]2)[CH:6]=[CH:5][CH:4]=[CH:3][CH:2]=1.[OH-].[NH4+:15].II.S([O-])([O-])(=O)=S.[Na+].[Na+]. The catalyst is C1COCC1.C(OCC)C. The product is [C:1]1([N:7]2[CH:11]=[C:10]([C:12]#[N:15])[N:9]=[CH:8]2)[CH:6]=[CH:5][CH:4]=[CH:3][CH:2]=1. The yield is 0.900.